From a dataset of Reaction yield outcomes from USPTO patents with 853,638 reactions. Predict the reaction yield, written as a fraction of the theoretical maximum amount of product (1.0 means a 100% yield; for example, 0.34 means a 34% yield). The reactants are [Br:1][C:2]1[CH:7]=[CH:6][C:5]([C@@H:8]([NH2:10])[CH3:9])=[CH:4][CH:3]=1.[C:11]([O-])(O)=[O:12].[Na+].ClC(Cl)(OC(=O)OC(Cl)(Cl)Cl)Cl. The catalyst is C(Cl)Cl. The product is [Br:1][C:2]1[CH:7]=[CH:6][C:5]([CH:8]([N:10]=[C:11]=[O:12])[CH3:9])=[CH:4][CH:3]=1. The yield is 0.630.